Task: Predict which catalyst facilitates the given reaction.. Dataset: Catalyst prediction with 721,799 reactions and 888 catalyst types from USPTO Reactant: [C:1]([C:4]1[CH:5]=[C:6]([CH:26]=[CH:27][CH:28]=1)[O:7][C:8]1[N:9]([CH2:23][CH2:24][CH3:25])[C:10](=[O:22])[C:11]2[NH:12][C:13]([CH:17]3[CH2:21][CH2:20][CH2:19][CH2:18]3)=[N:14][C:15]=2[N:16]=1)(=[O:3])[CH3:2].[CH3:29][Mg]Br. Product: [CH:17]1([C:13]2[NH:12][C:11]3[C:10](=[O:22])[N:9]([CH2:23][CH2:24][CH3:25])[C:8]([O:7][C:6]4[CH:26]=[CH:27][CH:28]=[C:4]([C:1]([OH:3])([CH3:29])[CH3:2])[CH:5]=4)=[N:16][C:15]=3[N:14]=2)[CH2:21][CH2:20][CH2:19][CH2:18]1. The catalyst class is: 1.